The task is: Predict the reaction yield, written as a fraction of the theoretical maximum amount of product (1.0 means a 100% yield; for example, 0.34 means a 34% yield).. This data is from Reaction yield outcomes from USPTO patents with 853,638 reactions. (1) The reactants are [C:1]([OH:5])(=O)[C:2]#[CH:3].CC(C)[N:8]=C=NC(C)C. The catalyst is C(Cl)Cl.N#N. The product is [C:1]([NH2:8])(=[O:5])[C:2]#[CH:3].[C:1]([NH2:8])(=[O:5])[C:2]#[CH:3]. The yield is 0.800. (2) The reactants are [CH3:1]I.[CH2:3]([O:5][C:6](=[O:22])[C:7](=[C:13]([SH:21])[NH:14][C:15]1[CH:20]=[CH:19][CH:18]=[CH:17][CH:16]=1)[C:8]([O:10][CH2:11][CH3:12])=[O:9])[CH3:4].[Na]. The catalyst is CN(C=O)C. The product is [CH2:11]([O:10][C:8](=[O:9])[C:7](=[C:13]([S:21][CH3:1])[NH:14][C:15]1[CH:16]=[CH:17][CH:18]=[CH:19][CH:20]=1)[C:6]([O:5][CH2:3][CH3:4])=[O:22])[CH3:12]. The yield is 0.840. (3) The reactants are [C:1](=O)([S:3][C@@H:4]([C:16]([C:26]1[CH:31]=[C:30]([Br:32])[CH:29]=[CH:28][C:27]=1[F:33])([CH3:25])[NH:17][C:18](=[O:24])[O:19][C:20]([CH3:23])([CH3:22])[CH3:21])[CH2:5][CH2:6][CH2:7][O:8][Si:9]([CH3:15])([CH3:14])[C:10]([CH3:13])([CH3:12])[CH3:11])[CH3:2].C[O-].[Na+].BrCC#[N:41]. The catalyst is CO. The product is [Br:32][C:30]1[CH:29]=[CH:28][C:27]([F:33])=[C:26]([C@@:16]([NH:17][C:18](=[O:24])[O:19][C:20]([CH3:23])([CH3:21])[CH3:22])([CH:4]([S:3][CH2:1][C:2]#[N:41])[CH2:5][CH2:6][CH2:7][O:8][Si:9]([C:10]([CH3:13])([CH3:12])[CH3:11])([CH3:15])[CH3:14])[CH3:25])[CH:31]=1. The yield is 0.503. (4) The reactants are Br[C:2]1[S:3][CH:4]=[CH:5][C:6]=1[C:7]([O:9]C)=O.[NH2:11][C:12]1[CH:17]=[CH:16][CH:15]=[CH:14][C:13]=1B(O)O.C([O-])(=O)C.[Na+]. The catalyst is CN(C=O)C.C1C=CC(P(C2C=CC=CC=2)[C-]2C=CC=C2)=CC=1.C1C=CC(P(C2C=CC=CC=2)[C-]2C=CC=C2)=CC=1.Cl[Pd]Cl.[Fe+2]. The product is [S:3]1[C:2]2[C:17]3[CH:16]=[CH:15][CH:14]=[CH:13][C:12]=3[NH:11][C:7](=[O:9])[C:6]=2[CH:5]=[CH:4]1. The yield is 0.120. (5) The product is [CH:17]([NH:20][S:21]([C:24]1[CH:25]=[C:26]2[C:30](=[CH:31][CH:32]=1)[NH:29][C:28](=[O:33])[C:27]2=[CH:1][C:3]1[NH:4][C:5]2[CH2:6][CH2:7][CH2:8][CH2:9][C:10]=2[C:11]=1[CH2:12][CH2:16][C:40]([OH:43])=[O:42])(=[O:23])=[O:22])([CH3:19])[CH3:18]. The catalyst is C(O)C. The reactants are [CH:1]([C:3]1[NH:4][C:5]2[CH2:6][CH2:7][CH2:8][CH2:9][C:10]=2[C:11]=1[CH:12]([CH3:16])C(O)=O)=O.[CH:17]([NH:20][S:21]([C:24]1[CH:25]=[C:26]2[C:30](=[CH:31][CH:32]=1)[NH:29][C:28](=[O:33])[CH2:27]2)(=[O:23])=[O:22])([CH3:19])[CH3:18].N1CCCCC1.[C:40]([OH:43])(=[O:42])C. The yield is 0.800.